The task is: Predict the product of the given reaction.. This data is from Forward reaction prediction with 1.9M reactions from USPTO patents (1976-2016). (1) The product is: [CH3:12][CH2:13][N:14]([CH:17]([CH3:21])[CH3:18])[CH:15]([CH3:16])[CH3:1]. Given the reactants [CH3:1]O.C(Cl)Cl.[2H]C(Cl)(Cl)Cl.N1[CH2:16][CH2:15][NH:14][CH2:13][CH2:12]1.[CH2:17]1[CH2:21]OC[CH2:18]1, predict the reaction product. (2) The product is: [CH2:1]([O:8][C:9]([NH:11][C:12]1[CH:29]=[CH:28][C:15]([O:16][C:17]2[CH:22]=[CH:21][N:20]=[C:19]([C:23]([OH:25])=[O:24])[CH:18]=2)=[CH:14][C:13]=1[F:30])=[O:10])[C:2]1[CH:3]=[CH:4][CH:5]=[CH:6][CH:7]=1. Given the reactants [CH2:1]([O:8][C:9]([NH:11][C:12]1[CH:29]=[CH:28][C:15]([O:16][C:17]2[CH:22]=[CH:21][N:20]=[C:19]([C:23]([O:25]CC)=[O:24])[CH:18]=2)=[CH:14][C:13]=1[F:30])=[O:10])[C:2]1[CH:7]=[CH:6][CH:5]=[CH:4][CH:3]=1.[OH-].[Li+].Cl, predict the reaction product. (3) Given the reactants [F:1][C:2]([F:25])([F:24])[C:3]1[N:7]2[CH2:8][CH2:9][NH:10][C:11]3([CH2:16][CH2:15][N:14]([C:17]([O:19][C:20]([CH3:23])([CH3:22])[CH3:21])=[O:18])[CH2:13][CH2:12]3)[C:6]2=[CH:5][CH:4]=1.CCN(CC)CC.[CH3:33][N:34]=[C:35]=[O:36], predict the reaction product. The product is: [CH3:33][NH:34][C:35]([N:10]1[C:11]2([CH2:16][CH2:15][N:14]([C:17]([O:19][C:20]([CH3:22])([CH3:21])[CH3:23])=[O:18])[CH2:13][CH2:12]2)[C:6]2=[CH:5][CH:4]=[C:3]([C:2]([F:1])([F:24])[F:25])[N:7]2[CH2:8][CH2:9]1)=[O:36].